This data is from Full USPTO retrosynthesis dataset with 1.9M reactions from patents (1976-2016). The task is: Predict the reactants needed to synthesize the given product. Given the product [C:17]1([S:14]([NH:13][CH2:12][CH:11]([NH:23][C:24]2[CH:25]=[CH:26][C:27]([C:30]([NH2:45])=[NH:31])=[CH:28][CH:29]=2)[C:8]2[CH:9]=[CH:10][C:5]([O:4][CH:3]([C:34]3[CH:39]=[CH:38][CH:37]=[CH:36][CH:35]=3)[CH2:2][Cl:1])=[C:6]([O:32][CH3:33])[CH:7]=2)(=[O:15])=[O:16])[CH:22]=[CH:21][CH:20]=[CH:19][CH:18]=1, predict the reactants needed to synthesize it. The reactants are: [Cl:1][CH2:2][CH:3]([C:34]1[CH:39]=[CH:38][CH:37]=[CH:36][CH:35]=1)[O:4][C:5]1[CH:10]=[CH:9][C:8]([CH:11]([NH:23][C:24]2[CH:29]=[CH:28][C:27]([C:30]#[N:31])=[CH:26][CH:25]=2)[CH2:12][NH:13][S:14]([C:17]2[CH:22]=[CH:21][CH:20]=[CH:19][CH:18]=2)(=[O:16])=[O:15])=[CH:7][C:6]=1[O:32][CH3:33].Cl.NO.C([N:45](CC)CC)C.C(=O)([O-])[O-].[K+].[K+].